Dataset: Forward reaction prediction with 1.9M reactions from USPTO patents (1976-2016). Task: Predict the product of the given reaction. Given the reactants [N:1]([C:4]1[CH:9]=[CH:8][C:7]([OH:10])=[CH:6][C:5]=1[CH3:11])=[C:2]=[S:3].N1C=CN=C1.[C:17]([Si:21](Cl)([CH3:23])[CH3:22])([CH3:20])([CH3:19])[CH3:18], predict the reaction product. The product is: [C:17]([Si:21]([O:10][C:7]1[CH:8]=[CH:9][C:4]([N:1]=[C:2]=[S:3])=[C:5]([CH3:11])[CH:6]=1)([CH3:23])[CH3:22])([CH3:20])([CH3:19])[CH3:18].